From a dataset of Forward reaction prediction with 1.9M reactions from USPTO patents (1976-2016). Predict the product of the given reaction. Given the reactants [N:1]1([C:7]([N:9]2[CH2:14][CH:13]([C:15]3[CH:20]=[CH:19][C:18]([O:21][C:22]([F:25])([F:24])[F:23])=[CH:17][CH:16]=3)[CH2:12][CH:11]([C:26]([OH:28])=O)[CH2:10]2)=[O:8])[CH2:6][CH2:5][O:4][CH2:3][CH2:2]1.O[N:30]=[C:31]([CH:33]1[CH2:36][CH2:35][CH2:34]1)[NH2:32], predict the reaction product. The product is: [CH:33]1([C:31]2[N:32]=[C:26]([CH:11]3[CH2:12][CH:13]([C:15]4[CH:20]=[CH:19][C:18]([O:21][C:22]([F:23])([F:25])[F:24])=[CH:17][CH:16]=4)[CH2:14][N:9]([C:7]([N:1]4[CH2:6][CH2:5][O:4][CH2:3][CH2:2]4)=[O:8])[CH2:10]3)[O:28][N:30]=2)[CH2:36][CH2:35][CH2:34]1.